From a dataset of Forward reaction prediction with 1.9M reactions from USPTO patents (1976-2016). Predict the product of the given reaction. (1) Given the reactants C([CH:3](CC)[C:4]([NH:6][CH:7]([C:11]([O-:13])=O)[C:8]([O-])=[O:9])=[O:5])C.[NH2:16][C:17]([NH2:19])=[S:18].[O-]CC.[Na+].O, predict the reaction product. The product is: [OH:13][C:11]1[C:7]([NH:6][C:4](=[O:5])[CH3:3])=[C:8]([OH:9])[N:19]=[C:17]([SH:18])[N:16]=1. (2) Given the reactants C(Cl)(=O)[C:2](Cl)=[O:3].CN(C=O)C.[CH2:12]([O:14][C:15](=[O:19])[CH:16]=[N+:17]=[N-:18])[CH3:13], predict the reaction product. The product is: [CH2:12]([O:14][C:15](=[O:19])[C:16](=[N+:17]=[N-:18])[CH:2]=[O:3])[CH3:13]. (3) Given the reactants [C:1]([O:5][C:6]([N:8]1[CH2:13][C@@H:12]([CH3:14])[N:11]([C:15]2[CH:16]=[C:17]3[C:26](=[CH:27][C:28]=2[C:29]2[CH:34]=[CH:33][CH:32]=[CH:31][C:30]=2[F:35])[O:25][CH2:24][C:23]2[N:18]3[CH:19]([CH3:45])[C:20](=[O:44])[N:21](COCC[Si](C)(C)C)[N:22]=2)[CH2:10][C@@H:9]1[CH3:46])=[O:7])([CH3:4])([CH3:3])[CH3:2].[F-].C([N+](CCCC)(CCCC)CCCC)CCC, predict the reaction product. The product is: [C:1]([O:5][C:6]([N:8]1[CH2:13][C@@H:12]([CH3:14])[N:11]([C:15]2[CH:16]=[C:17]3[C:26](=[CH:27][C:28]=2[C:29]2[CH:34]=[CH:33][CH:32]=[CH:31][C:30]=2[F:35])[O:25][CH2:24][C:23]2[N:18]3[CH:19]([CH3:45])[C:20](=[O:44])[NH:21][N:22]=2)[CH2:10][C@@H:9]1[CH3:46])=[O:7])([CH3:2])([CH3:3])[CH3:4]. (4) Given the reactants [C:1]([O:5][C:6]([N:8]1[CH2:13][CH2:12][N:11]([C:14]([C:16]2[C:24]3[C:19](=[CH:20][C:21](Br)=[CH:22][CH:23]=3)[N:18]([C:26]3[CH:31]=[CH:30][CH:29]=[CH:28][CH:27]=3)[C:17]=2[O:32][C:33]2[CH:38]=[C:37]([F:39])[CH:36]=[CH:35][C:34]=2[CH3:40])=[O:15])[CH2:10][CH2:9]1)=[O:7])([CH3:4])([CH3:3])[CH3:2].C(N(CC)CC)C.C1(P(C2C=CC=CC=2)CCCP(C2C=CC=CC=2)C2C=CC=CC=2)C=CC=CC=1, predict the reaction product. The product is: [CH3:1][O:5][C:6]([C:21]1[CH:20]=[C:19]2[C:24]([C:16]([C:14]([N:11]3[CH2:10][CH2:9][N:8]([C:6]([O:5][C:1]([CH3:3])([CH3:2])[CH3:4])=[O:7])[CH2:13][CH2:12]3)=[O:15])=[C:17]([O:32][C:33]3[CH:38]=[C:37]([F:39])[CH:36]=[CH:35][C:34]=3[CH3:40])[N:18]2[C:26]2[CH:31]=[CH:30][CH:29]=[CH:28][CH:27]=2)=[CH:23][CH:22]=1)=[O:7]. (5) Given the reactants [Br:1][C:2]1[C:3](F)=[C:4]([CH:7]=[CH:8][CH:9]=1)[CH:5]=[O:6].[CH3:11][N:12]([CH3:18])[C@H:13]1[CH2:17][CH2:16][NH:15][CH2:14]1.CS(C)=O.C(=O)([O-])[O-].[K+].[K+], predict the reaction product. The product is: [Br:1][C:2]1[C:3]([N:15]2[CH2:16][CH2:17][C@H:13]([N:12]([CH3:18])[CH3:11])[CH2:14]2)=[C:4]([CH:7]=[CH:8][CH:9]=1)[CH:5]=[O:6]. (6) Given the reactants C(=O)([O-])[O-].[Na+].[Na+].Br[C:8]1[CH:9]=[CH:10][C:11]([F:14])=[N:12][CH:13]=1.[CH3:15][C:16]1[CH:17]=[C:18]([NH:31][C:32]2[N:37]=[C:36]([C:38]([F:41])([F:40])[F:39])[CH:35]=[CH:34][N:33]=2)[CH:19]=[C:20](B2OC(C)(C)C(C)(C)O2)[CH:21]=1, predict the reaction product. The product is: [F:14][C:11]1[N:12]=[CH:13][C:8]([C:20]2[CH:19]=[C:18]([NH:31][C:32]3[N:37]=[C:36]([C:38]([F:40])([F:41])[F:39])[CH:35]=[CH:34][N:33]=3)[CH:17]=[C:16]([CH3:15])[CH:21]=2)=[CH:9][CH:10]=1. (7) Given the reactants C(N(CC)CC)C.[C:8](Cl)(=[O:10])[CH3:9].[CH3:12][C:13]1[N:17]([CH2:18][C:19]2[CH:24]=[CH:23][N:22]=[C:21]([N:25]3[CH2:30][CH2:29][NH:28][CH2:27][CH2:26]3)[CH:20]=2)[N:16]=[C:15]([C:31]2[O:35][N:34]=[C:33]([C:36]3[CH:41]=[CH:40][C:39]([O:42][C:43]([F:46])([F:45])[F:44])=[CH:38][CH:37]=3)[N:32]=2)[CH:14]=1.C(=O)(O)[O-].[Na+], predict the reaction product. The product is: [CH3:12][C:13]1[N:17]([CH2:18][C:19]2[CH:24]=[CH:23][N:22]=[C:21]([N:25]3[CH2:26][CH2:27][N:28]([C:8](=[O:10])[CH3:9])[CH2:29][CH2:30]3)[CH:20]=2)[N:16]=[C:15]([C:31]2[O:35][N:34]=[C:33]([C:36]3[CH:37]=[CH:38][C:39]([O:42][C:43]([F:45])([F:44])[F:46])=[CH:40][CH:41]=3)[N:32]=2)[CH:14]=1.